From a dataset of NCI-60 drug combinations with 297,098 pairs across 59 cell lines. Regression. Given two drug SMILES strings and cell line genomic features, predict the synergy score measuring deviation from expected non-interaction effect. (1) Synergy scores: CSS=53.8, Synergy_ZIP=0.111, Synergy_Bliss=-0.312, Synergy_Loewe=-3.98, Synergy_HSA=-0.0166. Drug 1: CC1=C(N=C(N=C1N)C(CC(=O)N)NCC(C(=O)N)N)C(=O)NC(C(C2=CN=CN2)OC3C(C(C(C(O3)CO)O)O)OC4C(C(C(C(O4)CO)O)OC(=O)N)O)C(=O)NC(C)C(C(C)C(=O)NC(C(C)O)C(=O)NCCC5=NC(=CS5)C6=NC(=CS6)C(=O)NCCC[S+](C)C)O. Cell line: NCIH23. Drug 2: B(C(CC(C)C)NC(=O)C(CC1=CC=CC=C1)NC(=O)C2=NC=CN=C2)(O)O. (2) Drug 1: C1=C(C(=O)NC(=O)N1)N(CCCl)CCCl. Drug 2: CC1=C(C=C(C=C1)NC(=O)C2=CC=C(C=C2)CN3CCN(CC3)C)NC4=NC=CC(=N4)C5=CN=CC=C5. Cell line: HS 578T. Synergy scores: CSS=-0.0295, Synergy_ZIP=-5.97, Synergy_Bliss=-6.86, Synergy_Loewe=-10.1, Synergy_HSA=-6.84. (3) Drug 1: C1=CC(=CC=C1C#N)C(C2=CC=C(C=C2)C#N)N3C=NC=N3. Drug 2: CNC(=O)C1=NC=CC(=C1)OC2=CC=C(C=C2)NC(=O)NC3=CC(=C(C=C3)Cl)C(F)(F)F. Cell line: EKVX. Synergy scores: CSS=-3.36, Synergy_ZIP=0.699, Synergy_Bliss=-1.54, Synergy_Loewe=-3.93, Synergy_HSA=-4.90. (4) Drug 1: CN1CCC(CC1)COC2=C(C=C3C(=C2)N=CN=C3NC4=C(C=C(C=C4)Br)F)OC. Drug 2: CC1=C2C(C(=O)C3(C(CC4C(C3C(C(C2(C)C)(CC1OC(=O)C(C(C5=CC=CC=C5)NC(=O)C6=CC=CC=C6)O)O)OC(=O)C7=CC=CC=C7)(CO4)OC(=O)C)O)C)OC(=O)C. Cell line: U251. Synergy scores: CSS=54.7, Synergy_ZIP=3.03, Synergy_Bliss=4.92, Synergy_Loewe=-11.0, Synergy_HSA=5.84. (5) Drug 1: CNC(=O)C1=CC=CC=C1SC2=CC3=C(C=C2)C(=NN3)C=CC4=CC=CC=N4. Drug 2: C1C(C(OC1N2C=NC3=C(N=C(N=C32)Cl)N)CO)O. Cell line: UACC62. Synergy scores: CSS=8.83, Synergy_ZIP=-2.73, Synergy_Bliss=2.54, Synergy_Loewe=1.12, Synergy_HSA=2.77. (6) Drug 1: CC1=C2C(C(=O)C3(C(CC4C(C3C(C(C2(C)C)(CC1OC(=O)C(C(C5=CC=CC=C5)NC(=O)C6=CC=CC=C6)O)O)OC(=O)C7=CC=CC=C7)(CO4)OC(=O)C)O)C)OC(=O)C. Drug 2: COCCOC1=C(C=C2C(=C1)C(=NC=N2)NC3=CC=CC(=C3)C#C)OCCOC. Cell line: NCI-H460. Synergy scores: CSS=77.6, Synergy_ZIP=8.35, Synergy_Bliss=7.64, Synergy_Loewe=10.3, Synergy_HSA=12.8. (7) Drug 1: C1=NC2=C(N=C(N=C2N1C3C(C(C(O3)CO)O)O)F)N. Drug 2: CC1=C(C(=O)C2=C(C1=O)N3CC4C(C3(C2COC(=O)N)OC)N4)N. Cell line: RPMI-8226. Synergy scores: CSS=16.3, Synergy_ZIP=-1.18, Synergy_Bliss=1.84, Synergy_Loewe=-28.2, Synergy_HSA=-0.970.